Dataset: Reaction yield outcomes from USPTO patents with 853,638 reactions. Task: Predict the reaction yield, written as a fraction of the theoretical maximum amount of product (1.0 means a 100% yield; for example, 0.34 means a 34% yield). The reactants are C(OC(=O)[NH:10][C:11]1[N:16]=[C:15]([CH2:17][O:18][Si:19]([C:22]([CH3:25])([CH3:24])[CH3:23])([CH3:21])[CH3:20])[C:14]2[C:26]([O:48][CH3:49])=[N:27][N:28]([C:29]([C:42]3[CH:47]=[CH:46][CH:45]=[CH:44][CH:43]=3)([C:36]3[CH:41]=[CH:40][CH:39]=[CH:38][CH:37]=3)[C:30]3[CH:35]=[CH:34][CH:33]=[CH:32][CH:31]=3)[C:13]=2[CH:12]=1)C1C=CC=CC=1. The catalyst is C(OCC)(=O)C.CO.[Pd]. The product is [Si:19]([O:18][CH2:17][C:15]1[C:14]2[C:26]([O:48][CH3:49])=[N:27][N:28]([C:29]([C:42]3[CH:47]=[CH:46][CH:45]=[CH:44][CH:43]=3)([C:36]3[CH:37]=[CH:38][CH:39]=[CH:40][CH:41]=3)[C:30]3[CH:35]=[CH:34][CH:33]=[CH:32][CH:31]=3)[C:13]=2[CH:12]=[C:11]([NH2:10])[N:16]=1)([C:22]([CH3:25])([CH3:24])[CH3:23])([CH3:20])[CH3:21]. The yield is 0.820.